Dataset: Forward reaction prediction with 1.9M reactions from USPTO patents (1976-2016). Task: Predict the product of the given reaction. (1) Given the reactants C([O:3][C:4](=[O:20])[C@@H:5]([O:18][CH3:19])[CH2:6][C:7]1[CH:12]=[CH:11][C:10]([O:13][CH2:14][CH2:15][CH2:16]Br)=[CH:9][CH:8]=1)C.[Cl:21][C:22]1[CH:23]=[C:24]([C:28]2[CH:33]=[CH:32][C:31]([OH:34])=[CH:30][CH:29]=2)[CH:25]=[CH:26][CH:27]=1.[OH-].[Na+], predict the reaction product. The product is: [Cl:21][C:22]1[CH:23]=[C:24]([C:28]2[CH:33]=[CH:32][C:31]([O:34][CH2:16][CH2:15][CH2:14][O:13][C:10]3[CH:9]=[CH:8][C:7]([CH2:6][C@H:5]([O:18][CH3:19])[C:4]([OH:3])=[O:20])=[CH:12][CH:11]=3)=[CH:30][CH:29]=2)[CH:25]=[CH:26][CH:27]=1. (2) Given the reactants [F:1][C:2]1[CH:7]=[CH:6][C:5]([CH:8]2[C:16]3[C:11](=[CH:12][C:13]([CH2:17][OH:18])=[CH:14][CH:15]=3)[CH2:10][O:9]2)=[CH:4][CH:3]=1, predict the reaction product. The product is: [F:1][C:2]1[CH:7]=[CH:6][C:5]([CH:8]2[C:16]3[C:11](=[CH:12][C:13]([CH:17]=[O:18])=[CH:14][CH:15]=3)[CH2:10][O:9]2)=[CH:4][CH:3]=1. (3) Given the reactants [CH2:1]([O:3][C:4](=[O:12])[C:5]1[CH:10]=[CH:9][C:8](Br)=[CH:7][CH:6]=1)[CH3:2].[CH3:13][O:14][C:15]1[CH:20]=[CH:19][C:18](B(O)O)=[CH:17][CH:16]=1.C(=O)([O-])[O-].[Na+].[Na+], predict the reaction product. The product is: [CH2:1]([O:3][C:4]([C:5]1[CH:10]=[CH:9][C:8]([C:18]2[CH:19]=[CH:20][C:15]([O:14][CH3:13])=[CH:16][CH:17]=2)=[CH:7][CH:6]=1)=[O:12])[CH3:2]. (4) Given the reactants [CH3:1][CH:2]([CH3:30])[CH2:3][C@H:4]([NH:22][C:23](=[O:29])[O:24][C:25]([CH3:28])([CH3:27])[CH3:26])[CH2:5][O:6][C:7]1[CH:8]=[CH:9][C:10]2[C:20]3[C:15](=[CH:16][N:17]=[CH:18][CH:19]=3)[CH:14]([CH3:21])[O:13][C:11]=2[CH:12]=1.C1C(=O)N([I:38])C(=O)C1, predict the reaction product. The product is: [I:38][C:8]1[C:7]([O:6][CH2:5][C@@H:4]([NH:22][C:23](=[O:29])[O:24][C:25]([CH3:27])([CH3:26])[CH3:28])[CH2:3][CH:2]([CH3:30])[CH3:1])=[CH:12][C:11]2[O:13][CH:14]([CH3:21])[C:15]3[C:20]([C:10]=2[CH:9]=1)=[CH:19][CH:18]=[N:17][CH:16]=3.